Dataset: TCR-epitope binding with 47,182 pairs between 192 epitopes and 23,139 TCRs. Task: Binary Classification. Given a T-cell receptor sequence (or CDR3 region) and an epitope sequence, predict whether binding occurs between them. (1) The epitope is RILGAGCFV. The TCR CDR3 sequence is CASSPLTSGGARDTQYF. Result: 0 (the TCR does not bind to the epitope). (2) The epitope is KLWAQCVQL. The TCR CDR3 sequence is CASSDRGAVYNEQFF. Result: 1 (the TCR binds to the epitope). (3) The TCR CDR3 sequence is CATSDLTGNQPQHF. Result: 0 (the TCR does not bind to the epitope). The epitope is VTEHDTLLY. (4) The epitope is IIKDYGKQM. The TCR CDR3 sequence is CASSSGLALGYEQYF. Result: 0 (the TCR does not bind to the epitope). (5) The epitope is KRWIILGLNK. The TCR CDR3 sequence is CASSQDRAGGPHEQYF. Result: 0 (the TCR does not bind to the epitope). (6) The epitope is KLSYGIATV. The TCR CDR3 sequence is CSAGVNPGGNEQFF. Result: 1 (the TCR binds to the epitope). (7) The epitope is NYSGVVTTVMF. The TCR CDR3 sequence is CASSLATSSYNSPLHF. Result: 0 (the TCR does not bind to the epitope).